Dataset: Reaction yield outcomes from USPTO patents with 853,638 reactions. Task: Predict the reaction yield, written as a fraction of the theoretical maximum amount of product (1.0 means a 100% yield; for example, 0.34 means a 34% yield). (1) The reactants are [NH2:1][C:2]1[C:10]2[C:5](=[N:6][C:7]([CH3:13])=[C:8]([OH:12])[C:9]=2[CH3:11])[S:4][C:3]=1[C:14]([O:16][C:17]([CH3:20])([CH3:19])[CH3:18])=[O:15].CCN(CC)CC.[N:28]1([C:33](Cl)=[O:34])[CH2:32][CH2:31][CH2:30][CH2:29]1. The catalyst is CC#N. The product is [NH2:1][C:2]1[C:10]2[C:5](=[N:6][C:7]([CH3:13])=[C:8]([O:12][C:33]([N:28]3[CH2:32][CH2:31][CH2:30][CH2:29]3)=[O:34])[C:9]=2[CH3:11])[S:4][C:3]=1[C:14]([O:16][C:17]([CH3:20])([CH3:19])[CH3:18])=[O:15]. The yield is 0.520. (2) The reactants are [CH:1]1([NH:4][C:5]2[N:10]3[N:11]=[CH:12][C:13]([CH:14]=O)=[C:9]3[N:8]=[C:7]([CH2:16][C:17]3[CH:18]=[C:19]([CH:22]=[CH:23][CH:24]=3)[C:20]#[N:21])[CH:6]=2)[CH2:3][CH2:2]1.C(O)C.[NH:28]1[CH2:34][C:32](=[O:33])[NH:31][C:29]1=[O:30].N1CCCCC1. The catalyst is O. The product is [CH:1]1([NH:4][C:5]2[N:10]3[N:11]=[CH:12][C:13]([CH:14]=[C:34]4[C:32](=[O:33])[NH:31][C:29](=[O:30])[NH:28]4)=[C:9]3[N:8]=[C:7]([CH2:16][C:17]3[CH:18]=[C:19]([CH:22]=[CH:23][CH:24]=3)[C:20]#[N:21])[CH:6]=2)[CH2:2][CH2:3]1. The yield is 0.340. (3) The reactants are [F:1][CH:2]([F:26])[O:3][C:4]1[CH:9]=[CH:8][C:7]([CH:10]([C:12]2([C:18]3[CH:19]=[C:20]([CH3:24])[CH:21]=[CH:22][CH:23]=3)SCCCS2)[OH:11])=[CH:6][C:5]=1[CH3:25].C([OH:31])(C)(C)C.CC(OI1(OC(C)=O)(OC(C)=O)OC(=O)C2C=CC=CC1=2)=O.S([O-])([O-])(=O)=S.[Na+].[Na+]. The catalyst is ClCCl. The product is [F:1][CH:2]([F:26])[O:3][C:4]1[CH:9]=[CH:8][C:7]([C:10](=[O:11])[C:12]([C:18]2[CH:19]=[C:20]([CH3:24])[CH:21]=[CH:22][CH:23]=2)=[O:31])=[CH:6][C:5]=1[CH3:25]. The yield is 0.700. (4) The reactants are [F:1][C:2]1([F:23])[CH2:6][N:5]([C:7]2[CH:12]=[CH:11][C:10]([N+:13]([O-:15])=[O:14])=[C:9]([C:16]([F:19])([F:18])[F:17])[CH:8]=2)[C@H:4]([C:20]([OH:22])=[O:21])[CH2:3]1.S(Cl)(Cl)=O.[CH3:28]O. The product is [F:23][C:2]1([F:1])[CH2:6][N:5]([C:7]2[CH:12]=[CH:11][C:10]([N+:13]([O-:15])=[O:14])=[C:9]([C:16]([F:19])([F:18])[F:17])[CH:8]=2)[C@H:4]([C:20]([O:22][CH3:28])=[O:21])[CH2:3]1. The yield is 0.480. No catalyst specified. (5) The yield is 0.840. The catalyst is O1CCCC1. The product is [O:18]=[C:8]([CH2:1][CH3:2])[CH2:9][NH:10][C:11](=[O:17])[O:12][C:13]([CH3:15])([CH3:14])[CH3:16]. The reactants are [CH2:1]([Mg]Br)[CH3:2].CON(C)[C:8](=[O:18])[CH2:9][NH:10][C:11](=[O:17])[O:12][C:13]([CH3:16])([CH3:15])[CH3:14].C(OCC)(=O)C.[Cl-].[NH4+]. (6) The reactants are FC(F)(F)S(O[C:7]1[C:8]([CH3:32])([CH3:31])[NH:9][C:10](=[O:30])[C:11]=1[C:12]1[CH:17]=[CH:16][C:15]([O:18][CH2:19][C:20]2[CH:29]=[CH:28][C:27]3[C:22](=[CH:23][CH:24]=[CH:25][CH:26]=3)[N:21]=2)=[CH:14][CH:13]=1)(=O)=O.[CH3:35][O:36][C:37]1[CH:42]=[CH:41][C:40](B(O)O)=[CH:39][CH:38]=1.C([O-])([O-])=O.[Na+].[Na+]. The catalyst is O1CCOCC1.O.C1C=CC([P]([Pd]([P](C2C=CC=CC=2)(C2C=CC=CC=2)C2C=CC=CC=2)([P](C2C=CC=CC=2)(C2C=CC=CC=2)C2C=CC=CC=2)[P](C2C=CC=CC=2)(C2C=CC=CC=2)C2C=CC=CC=2)(C2C=CC=CC=2)C2C=CC=CC=2)=CC=1. The product is [CH3:35][O:36][C:37]1[CH:42]=[CH:41][C:40]([C:7]2[C:8]([CH3:32])([CH3:31])[NH:9][C:10](=[O:30])[C:11]=2[C:12]2[CH:13]=[CH:14][C:15]([O:18][CH2:19][C:20]3[CH:29]=[CH:28][C:27]4[C:22](=[CH:23][CH:24]=[CH:25][CH:26]=4)[N:21]=3)=[CH:16][CH:17]=2)=[CH:39][CH:38]=1. The yield is 0.0700. (7) The reactants are [I:1]N1C(=O)CCC1=O.[CH3:9][N:10]1[C:14]2=[N:15][CH:16]=[C:17]([N+:20]([O-:22])=[O:21])[C:18]([CH3:19])=[C:13]2[CH:12]=[CH:11]1.O. The catalyst is CN(C=O)C. The product is [I:1][C:12]1[C:13]2[C:14](=[N:15][CH:16]=[C:17]([N+:20]([O-:22])=[O:21])[C:18]=2[CH3:19])[N:10]([CH3:9])[CH:11]=1. The yield is 0.900.